From a dataset of CYP3A4 inhibition data for predicting drug metabolism from PubChem BioAssay. Regression/Classification. Given a drug SMILES string, predict its absorption, distribution, metabolism, or excretion properties. Task type varies by dataset: regression for continuous measurements (e.g., permeability, clearance, half-life) or binary classification for categorical outcomes (e.g., BBB penetration, CYP inhibition). Dataset: cyp3a4_veith. (1) The molecule is COCCn1c(=O)c(-c2cc(F)cc(F)c2)nc2cnc(OC)nc21. The result is 1 (inhibitor). (2) The compound is C[C@@H](C(=O)Nc1ccc2ccccc2c1)[C@H]1C[C@]1(C)[C@H](NP(=O)(c1ccccc1)c1ccccc1)c1ccccc1. The result is 1 (inhibitor). (3) The drug is COC(=O)[C@@]1(Cc2ccc(F)cc2)[C@H]2c3cc(C(=O)N4CCCC4)n(CCc4ccc(O)c(O)c4)c3C[C@H]2CN1C(=O)c1ccccc1. The result is 1 (inhibitor). (4) The molecule is O=C(O)c1ccncc1.O=C(O)c1ccncc1.[NH2-].[NH2-].[Pt]. The result is 0 (non-inhibitor). (5) The molecule is CC(NC(=O)OC1CCCCC1)N1C(=O)C2C3C=CC(C3)C2C1=O. The result is 1 (inhibitor). (6) The result is 0 (non-inhibitor). The compound is O=C(O)c1cc([N+](=O)[O-])ccc1NCCCc1ccccc1. (7) The drug is S=C(NCCSCc1c(Cl)cccc1Cl)Nc1ccccc1. The result is 1 (inhibitor). (8) The drug is COC(=O)c1cc(C#N)c(Oc2ccc(OC)cc2)nc1C. The result is 1 (inhibitor). (9) The molecule is CCOC(=O)c1cnc2c(cnn2C)c1NCCCN(C)C. The result is 0 (non-inhibitor). (10) The molecule is CC(=O)c1c(N=CN(C)C)nc(C)nc1-c1ccccc1. The result is 0 (non-inhibitor).